From a dataset of Catalyst prediction with 721,799 reactions and 888 catalyst types from USPTO. Predict which catalyst facilitates the given reaction. Reactant: [NH2:1][C:2]1[CH:7]=[C:6]([CH3:8])[C:5]([NH2:9])=[CH:4][N:3]=1.[CH2:10](N(CC)CC)C.C1COCC1.[CH3:22][C:23]([CH3:28])([CH3:27])[C:24](Cl)=[O:25].C(O)(=O)[CH2:30][C:31]([CH2:36]C(O)=O)([C:33](O)=[O:34])O. Product: [CH3:22][C:23]([CH3:28])([CH3:27])[C:24]([NH:1][C:2]1[N:3]=[CH:4][C:5]([NH:9][C:33](=[O:34])[C:31]([CH3:36])([CH3:30])[CH3:10])=[C:6]([CH3:8])[CH:7]=1)=[O:25]. The catalyst class is: 142.